Dataset: Reaction yield outcomes from USPTO patents with 853,638 reactions. Task: Predict the reaction yield, written as a fraction of the theoretical maximum amount of product (1.0 means a 100% yield; for example, 0.34 means a 34% yield). (1) The reactants are [C:1]([N:4]1[C:13]2[C:8](=[CH:9][C:10]([C:14]3[N:15]=[N:16][N:17]([CH2:19][CH2:20][O:21][Si](C(C)(C)C)(C)C)[CH:18]=3)=[CH:11][CH:12]=2)[C@H:7]([NH2:29])[CH2:6][C@@H:5]1[CH3:30])(=[O:3])[CH3:2].Cl[C:32]1[C:37]([CH3:38])=[CH:36][CH:35]=[CH:34][N:33]=1.CC(C)([O-])C.[Na+].C1(P(C2CCCCC2)C2C=CC=CC=2C2C(N(C)C)=CC=CC=2)CCCCC1. The catalyst is C1(C)C=CC=CC=1.C1C=CC(/C=C/C(/C=C/C2C=CC=CC=2)=O)=CC=1.C1C=CC(/C=C/C(/C=C/C2C=CC=CC=2)=O)=CC=1.C1C=CC(/C=C/C(/C=C/C2C=CC=CC=2)=O)=CC=1.[Pd].[Pd]. The product is [C:1]([N:4]1[C:13]2[C:8](=[CH:9][C:10]([C:14]3[N:15]=[N:16][N:17]([CH2:19][CH2:20][OH:21])[CH:18]=3)=[CH:11][CH:12]=2)[C@H:7]([NH:29][C:32]2[C:37]([CH3:38])=[CH:36][CH:35]=[CH:34][N:33]=2)[CH2:6][C@@H:5]1[CH3:30])(=[O:3])[CH3:2]. The yield is 0.150. (2) The catalyst is O1CCCC1. The reactants are C([O:3][C:4]([C:6]1[C:7]2[CH2:8][CH2:9][CH:10]([C:21]3[CH:26]=[CH:25][CH:24]=[CH:23][CH:22]=3)[O:11][C:12]=2[C:13]2[N:17]=[C:16]([CH3:18])[N:15]([CH3:19])[C:14]=2[CH:20]=1)=O)C.[H-].[Al+3].[Li+].[H-].[H-].[H-].O.[OH-].[Na+]. The product is [CH3:18][C:16]1[N:15]([CH3:19])[C:14]2[CH:20]=[C:6]([CH2:4][OH:3])[C:7]3[CH2:8][CH2:9][CH:10]([C:21]4[CH:26]=[CH:25][CH:24]=[CH:23][CH:22]=4)[O:11][C:12]=3[C:13]=2[N:17]=1. The yield is 0.450. (3) The reactants are C(=O)([O-])[O-].[Cs+].[Cs+].C1(P(C2CCCCC2)C2C=CC=CC=2C2C(C(C)C)=CC(C(C)C)=CC=2C(C)C)CCCCC1.Br[C:42]1[C:50]2[O:49][C:48]([C:51]([O:53][CH2:54][CH3:55])=[O:52])=[CH:47][C:46]=2[CH:45]=[CH:44][CH:43]=1.[N:56]1([CH2:62][CH2:63][C:64]2[CH:65]=[C:66]3[C:70](=[CH:71][CH:72]=2)[N:69]([C:73](=[O:75])[CH3:74])[CH2:68][CH2:67]3)[CH2:61][CH2:60][NH:59][CH2:58][CH2:57]1. The catalyst is C1C=CC(/C=C/C(/C=C/C2C=CC=CC=2)=O)=CC=1.C1C=CC(/C=C/C(/C=C/C2C=CC=CC=2)=O)=CC=1.C1C=CC(/C=C/C(/C=C/C2C=CC=CC=2)=O)=CC=1.[Pd].[Pd]. The product is [C:73]([N:69]1[C:70]2[C:66](=[CH:65][C:64]([CH2:63][CH2:62][N:56]3[CH2:61][CH2:60][N:59]([C:42]4[C:50]5[O:49][C:48]([C:51]([O:53][CH2:54][CH3:55])=[O:52])=[CH:47][C:46]=5[CH:45]=[CH:44][CH:43]=4)[CH2:58][CH2:57]3)=[CH:72][CH:71]=2)[CH2:67][CH2:68]1)(=[O:75])[CH3:74]. The yield is 0.610. (4) The reactants are Cl[C:2]1[C:3](=[O:15])[N:4](C2CCCCO2)[N:5]=[CH:6][C:7]=1Cl.[CH:16]1([C:21]2[CH:26]=[CH:25][CH:24]=[CH:23][C:22]=2[OH:27])[CH2:20][CH2:19][CH2:18][CH2:17]1.C[O:29][C:30](=[O:39])[CH:31](Br)[CH2:32][CH:33]1[CH2:37][CH2:36][CH2:35][CH2:34]1. No catalyst specified. The product is [CH:33]1([CH2:32][CH:31]([N:4]2[C:3](=[O:15])[CH:2]=[C:7]([O:27][C:22]3[CH:23]=[CH:24][CH:25]=[CH:26][C:21]=3[CH:16]3[CH2:17][CH2:18][CH2:19][CH2:20]3)[CH:6]=[N:5]2)[C:30]([OH:29])=[O:39])[CH2:37][CH2:36][CH2:35][CH2:34]1. The yield is 0.880. (5) The reactants are [Cl:1][C:2]1[N:7]=[C:6](Cl)[N:5]=[C:4]([NH:9][C:10]2[CH:15]=[CH:14][CH:13]=[CH:12][CH:11]=2)[N:3]=1.[CH2:16]1[O:25][C:24]2[CH:23]=[CH:22][C:20]([NH2:21])=[CH:19][C:18]=2[O:17]1. No catalyst specified. The product is [O:25]1[C:24]2[CH:23]=[CH:22][C:20]([NH:21][C:6]3[N:5]=[C:4]([NH:9][C:10]4[CH:15]=[CH:14][CH:13]=[CH:12][CH:11]=4)[N:3]=[C:2]([Cl:1])[N:7]=3)=[CH:19][C:18]=2[O:17][CH2:16]1. The yield is 0.420.